Predict the product of the given reaction. From a dataset of Forward reaction prediction with 1.9M reactions from USPTO patents (1976-2016). (1) Given the reactants NN.[NH2:3][C:4]1[C:13]2[N:14]=[C:15]([CH2:22][O:23][N:24]3C(=O)C4C(=CC=CC=4)C3=O)[N:16]([CH2:17][C:18]([OH:21])([CH3:20])[CH3:19])[C:12]=2[C:11]2[CH:10]=[CH:9][CH:8]=[CH:7][C:6]=2[N:5]=1, predict the reaction product. The product is: [NH2:3][C:4]1[C:13]2[N:14]=[C:15]([CH2:22][O:23][NH2:24])[N:16]([CH2:17][C:18]([CH3:20])([OH:21])[CH3:19])[C:12]=2[C:11]2[CH:10]=[CH:9][CH:8]=[CH:7][C:6]=2[N:5]=1. (2) Given the reactants [Br:1][C:2]1[CH:8]=[C:7]([F:9])[CH:6]=[CH:5][C:3]=1[NH2:4].[C:10]([CH2:12][C:13](O)=[O:14])#[N:11].Cl.CN(C)CCCN=C=NCC.N1(O)C2C=CC=CC=2N=N1.C(N(CC)CC)C, predict the reaction product. The product is: [Br:1][C:2]1[CH:8]=[C:7]([F:9])[CH:6]=[CH:5][C:3]=1[NH:4][C:13](=[O:14])[CH2:12][C:10]#[N:11]. (3) Given the reactants Cl.[NH2:2][OH:3].C(N(CC)CC)C.[C:11]([C:13]1[CH:14]=[C:15]([NH:19][CH:20]([C:36]2[CH:41]=[CH:40][CH:39]=[CH:38][CH:37]=2)[C:21]([NH:23][C:24]2[CH:29]=[CH:28][C:27]([N:30]3[CH2:35][CH2:34][O:33][CH2:32][CH2:31]3)=[CH:26][CH:25]=2)=[O:22])[CH:16]=[CH:17][CH:18]=1)#[N:12], predict the reaction product. The product is: [OH:3][NH:2][C:11]([C:13]1[CH:14]=[C:15]([NH:19][CH:20]([C:36]2[CH:41]=[CH:40][CH:39]=[CH:38][CH:37]=2)[C:21]([NH:23][C:24]2[CH:29]=[CH:28][C:27]([N:30]3[CH2:31][CH2:32][O:33][CH2:34][CH2:35]3)=[CH:26][CH:25]=2)=[O:22])[CH:16]=[CH:17][CH:18]=1)=[NH:12]. (4) Given the reactants [CH2:1]([N:8]1[C:16]2[C:11](=[CH:12][C:13](Br)=[CH:14][CH:15]=2)[C:10]([C:18](=[O:22])[C:19](O)=[O:20])=[C:9]1[CH2:23][OH:24])[C:2]1[CH:7]=[CH:6][CH:5]=[CH:4][CH:3]=1.[K].[C:26]1([CH3:35])[CH:31]=[CH:30][CH:29]=[C:28](B(O)O)[CH:27]=1, predict the reaction product. The product is: [CH2:1]([N:8]1[C:16]2[C:11](=[CH:12][C:13]([C:28]3[CH:29]=[CH:30][CH:31]=[C:26]([CH3:35])[CH:27]=3)=[CH:14][CH:15]=2)[C:10]2[C:18](=[O:22])[C:19](=[O:20])[O:24][CH2:23][C:9]1=2)[C:2]1[CH:3]=[CH:4][CH:5]=[CH:6][CH:7]=1. (5) Given the reactants [CH3:1][C@:2]12[C:11]3=[CH:12][CH2:13][C@@:14]([CH:17]=[CH2:18])([CH3:16])[CH2:15][CH:10]3[CH2:9][CH2:8][CH:7]1[C@@:6]([C:20](O)=[O:21])([CH3:19])[CH2:5][CH2:4][CH2:3]2.C(Cl)(=O)C(Cl)=O.[CH2:29]([N:31](CC)[CH2:32][CH3:33])[CH3:30].N1CCCC1, predict the reaction product. The product is: [CH3:19][C@@:6]1([C:20]([N:31]2[CH2:32][CH2:33][CH2:30][CH2:29]2)=[O:21])[CH:7]2[C@@:2]([CH3:1])([C:11]3[CH:10]([CH2:9][CH2:8]2)[CH2:15][C@:14]([CH3:16])([CH:17]=[CH2:18])[CH2:13][CH:12]=3)[CH2:3][CH2:4][CH2:5]1. (6) Given the reactants Cl[C:2]1[N:3]([CH2:24][CH:25]2[CH2:27][CH2:26]2)[C:4]2[C:9]([N:10]=1)=[C:8]([N:11]1[CH2:16][CH2:15][O:14][CH2:13][CH2:12]1)[N:7]=[C:6]([C:17]1[CH:18]=[N:19][C:20]([NH2:23])=[N:21][CH:22]=1)[N:5]=2.[C:28]([N:31]1[CH2:36][CH2:35][NH:34][CH2:33][CH2:32]1)(=[O:30])[CH3:29], predict the reaction product. The product is: [C:28]([N:31]1[CH2:36][CH2:35][N:34]([C:2]2[N:3]([CH2:24][CH:25]3[CH2:27][CH2:26]3)[C:4]3[C:9]([N:10]=2)=[C:8]([N:11]2[CH2:16][CH2:15][O:14][CH2:13][CH2:12]2)[N:7]=[C:6]([C:17]2[CH:18]=[N:19][C:20]([NH2:23])=[N:21][CH:22]=2)[N:5]=3)[CH2:33][CH2:32]1)(=[O:30])[CH3:29].